Dataset: Catalyst prediction with 721,799 reactions and 888 catalyst types from USPTO. Task: Predict which catalyst facilitates the given reaction. (1) Reactant: [Si:1]([O:8][C@H:9]([C@@H:16]([CH3:29])[CH2:17]OS(C1C=CC(C)=CC=1)(=O)=O)[CH2:10][CH2:11][CH2:12][C:13]([OH:15])=[O:14])([C:4]([CH3:7])([CH3:6])[CH3:5])([CH3:3])[CH3:2].[I-:30].[Na+].C(OCC)(=O)C.O. Product: [Si:1]([O:8][C@H:9]([C@@H:16]([CH3:29])[CH2:17][I:30])[CH2:10][CH2:11][CH2:12][C:13]([OH:15])=[O:14])([C:4]([CH3:7])([CH3:6])[CH3:5])([CH3:3])[CH3:2]. The catalyst class is: 21. (2) Reactant: [F:1][C:2]1[CH:25]=[CH:24][CH:23]=[CH:22][C:3]=1[CH2:4][N:5]1[C:9]2=[N:10][CH:11]=[CH:12][CH:13]=[C:8]2[C:7]([C:14]2[N:15]=[N:16][C:17]([NH2:21])=[C:18]([NH2:20])[N:19]=2)=[N:6]1.Cl[C:27]([O:29][CH3:30])=[O:28].C(N(CC)CC)C. Product: [NH2:20][C:18]1[N:19]=[C:14]([C:7]2[C:8]3[C:9](=[N:10][CH:11]=[CH:12][CH:13]=3)[N:5]([CH2:4][C:3]3[CH:22]=[CH:23][CH:24]=[CH:25][C:2]=3[F:1])[N:6]=2)[N:15]=[N:16][C:17]=1[NH:21][C:27](=[O:28])[O:29][CH3:30]. The catalyst class is: 4.